Dataset: Catalyst prediction with 721,799 reactions and 888 catalyst types from USPTO. Task: Predict which catalyst facilitates the given reaction. Reactant: [CH2:1]=[C:2]([CH:5]=[N:6][C:7]([O:9][Si:10]([CH3:13])([CH3:12])[CH3:11])=[CH2:8])[CH2:3][CH3:4].[Br:14][C:15]1[CH:23]=[C:22]2[C:18](/[C:19](=[CH:33]/[C:34]3[CH:39]=[CH:38][CH:37]=[C:36]([Cl:40])[CH:35]=3)/[C:20](=[O:32])[N:21]2[CH2:24][O:25][CH2:26][CH2:27][Si](C)(C)C)=[CH:17][CH:16]=1.CO. Product: [Br:14][C:15]1[CH:23]=[C:22]2[NH:21][C:20](=[O:32])[C:19]3([CH:33]([C:34]4[CH:39]=[CH:38][CH:37]=[C:36]([Cl:40])[CH:35]=4)[CH2:8][C:7](=[O:9])[NH:6][CH:5]3[C:2](=[CH2:1])[CH2:3][CH3:4])[C:18]2=[CH:17][CH:16]=1.[CH3:24][O:25][CH:26]([Si:10]([CH3:11])([CH3:12])[CH3:13])[CH3:27]. The catalyst class is: 11.